From a dataset of Reaction yield outcomes from USPTO patents with 853,638 reactions. Predict the reaction yield, written as a fraction of the theoretical maximum amount of product (1.0 means a 100% yield; for example, 0.34 means a 34% yield). (1) The yield is 0.380. The reactants are [CH:1](=O)[CH3:2].[C:4]([O:8][C:9]([NH:11][CH2:12][C@H:13]([NH:18][CH2:19][CH3:20])[C:14]([O:16][CH3:17])=[O:15])=[O:10])([CH3:7])([CH3:6])[CH3:5].C([BH3-])#N.[Na+].O. The product is [C:4]([O:8][C:9]([NH:11][CH2:12][C@H:13]([N:18]([CH2:1][CH3:2])[CH2:19][CH3:20])[C:14]([O:16][CH3:17])=[O:15])=[O:10])([CH3:7])([CH3:6])[CH3:5]. The catalyst is O1CCCC1. (2) The reactants are [Br:1][C:2]1[CH:3]=[C:4]([N+:9]([O-])=O)[C:5]([CH3:8])=[N:6][CH:7]=1.[CH:12]([Mg]Br)=[CH2:13]. The catalyst is C1COCC1. The product is [Br:1][C:2]1[CH:7]=[N:6][C:5]([CH3:8])=[C:4]2[NH:9][CH:12]=[CH:13][C:3]=12. The yield is 0.300. (3) The yield is 0.530. The catalyst is O1CCCC1. The reactants are [CH:1]1[C:6]([NH2:7])=[CH:5][CH:4]=[C:3]([OH:8])[CH:2]=1.C(=O)([O-])O.[Na+].Cl[C:15]([O:17][CH2:18][C:19]1[CH:24]=[CH:23][CH:22]=[CH:21][CH:20]=1)=[O:16]. The product is [OH:8][C:3]1[CH:4]=[CH:5][C:6]([NH:7][C:15](=[O:16])[O:17][CH2:18][C:19]2[CH:24]=[CH:23][CH:22]=[CH:21][CH:20]=2)=[CH:1][CH:2]=1. (4) The reactants are [C:1]([O:5][C:6]([NH:8][CH:9]1[C:16](=[O:17])[N:15]2[CH:10]1[S:11][CH2:12][C:13]([CH2:34][CH:35]=[O:36])=[C:14]2[C:18]([O:20][CH:21]([C:28]1[CH:33]=[CH:32][CH:31]=[CH:30][CH:29]=1)[C:22]1[CH:27]=[CH:26][CH:25]=[CH:24][CH:23]=1)=[O:19])=[O:7])([CH3:4])([CH3:3])[CH3:2].C(N(CC)C(C)C)(C)C.[F:46][C:47]([F:60])([F:59])[S:48](O[S:48]([C:47]([F:60])([F:59])[F:46])(=[O:50])=[O:49])(=[O:50])=[O:49]. The catalyst is ClCCl.O. The product is [C:1]([O:5][C:6]([NH:8][CH:9]1[C:16](=[O:17])[N:15]2[CH:10]1[S:11][CH2:12][C:13](/[CH:34]=[CH:35]/[O:36][S:48]([C:47]([F:60])([F:59])[F:46])(=[O:50])=[O:49])=[C:14]2[C:18]([O:20][CH:21]([C:28]1[CH:33]=[CH:32][CH:31]=[CH:30][CH:29]=1)[C:22]1[CH:23]=[CH:24][CH:25]=[CH:26][CH:27]=1)=[O:19])=[O:7])([CH3:4])([CH3:3])[CH3:2]. The yield is 0.980. (5) The reactants are [CH3:1][N:2]1[CH2:7][CH2:6][CH:5]([N:8]2[C:16]3[C:11](=[CH:12][CH:13]=[CH:14][CH:15]=3)[CH2:10][CH2:9]2)[CH2:4][CH2:3]1.C1C(=O)N([Br:24])C(=O)C1. The catalyst is CN(C=O)C.O. The product is [Br:24][C:13]1[CH:12]=[C:11]2[C:16](=[CH:15][CH:14]=1)[N:8]([CH:5]1[CH2:6][CH2:7][N:2]([CH3:1])[CH2:3][CH2:4]1)[CH2:9][CH2:10]2. The yield is 0.760. (6) The reactants are [N:1]1([C:6]2[N:11]=[CH:10][C:9]([C:12]([O:14]C)=[O:13])=[CH:8][CH:7]=2)[CH:5]=[CH:4][N:3]=[CH:2]1.O1CCCC1.[OH-].[Na+].Cl. The catalyst is CO. The product is [N:1]1([C:6]2[N:11]=[CH:10][C:9]([C:12]([OH:14])=[O:13])=[CH:8][CH:7]=2)[CH:5]=[CH:4][N:3]=[CH:2]1. The yield is 0.680. (7) The reactants are CCN(C(C)C)C(C)C.OC(C(F)(F)F)=O.[NH2:17][CH2:18][C:19]([N:21]1[CH2:26][CH2:25][N:24]([C:27](=[O:38])[C:28]2[CH:33]=[CH:32][CH:31]=[CH:30][C:29]=2[C:34]([F:37])([F:36])[F:35])[CH2:23][CH2:22]1)=[O:20].C1C=CC2N(O)N=NC=2C=1.CCN=C=NCCCN(C)C.Cl.[C:61]1([C:67]2[CH:68]=[CH:69][C:70]([C:73](O)=[O:74])=[N:71][CH:72]=2)[CH:66]=[CH:65][CH:64]=[CH:63][CH:62]=1. The catalyst is CN(C=O)C.O. The product is [O:20]=[C:19]([N:21]1[CH2:22][CH2:23][N:24]([C:27](=[O:38])[C:28]2[CH:33]=[CH:32][CH:31]=[CH:30][C:29]=2[C:34]([F:37])([F:35])[F:36])[CH2:25][CH2:26]1)[CH2:18][NH:17][C:73]([C:70]1[CH:69]=[CH:68][C:67]([C:61]2[CH:62]=[CH:63][CH:64]=[CH:65][CH:66]=2)=[CH:72][N:71]=1)=[O:74]. The yield is 0.733.